Dataset: Full USPTO retrosynthesis dataset with 1.9M reactions from patents (1976-2016). Task: Predict the reactants needed to synthesize the given product. (1) Given the product [OH:21][CH2:20][C:19]([NH:18][CH:2]1[CH2:7][CH2:6][N:5]([C:8]([O:10][CH2:11][C:12]2[CH:17]=[CH:16][CH:15]=[CH:14][CH:13]=2)=[O:9])[CH2:4][CH2:3]1)([CH3:23])[CH3:22], predict the reactants needed to synthesize it. The reactants are: O=[C:2]1[CH2:7][CH2:6][N:5]([C:8]([O:10][CH2:11][C:12]2[CH:17]=[CH:16][CH:15]=[CH:14][CH:13]=2)=[O:9])[CH2:4][CH2:3]1.[NH2:18][C:19]([CH3:23])([CH3:22])[CH2:20][OH:21].CC(O)=O.C([BH3-])#N.[Na+].C([O-])(O)=O.[Na+].[OH-].[Na+]. (2) Given the product [OH:15][CH2:14][C@@:11]([CH3:22])([CH:12]=[CH2:13])[C:10]([N:5]1[C@H:4]([CH:1]([CH3:3])[CH3:2])[CH2:8][O:7][C:6]1=[O:9])=[O:23], predict the reactants needed to synthesize it. The reactants are: [CH:1]([C@@H:4]1[CH2:8][O:7][C:6](=[O:9])[N:5]1[C:10](=[O:23])[C@@:11]([CH3:22])([CH2:14][O:15]CC[Si](C)(C)C)[CH:12]=[CH2:13])([CH3:3])[CH3:2].F[B-](F)(F)F.[Li+]. (3) Given the product [O:21]=[C:14]([C:15]1[CH:20]=[CH:19][CH:18]=[CH:17][CH:16]=1)[CH2:13][CH2:12][C:11]([C:8]1[CH:9]=[CH:10][C:5]([C:4]([OH:23])=[O:3])=[CH:6][CH:7]=1)=[O:22], predict the reactants needed to synthesize it. The reactants are: C([O:3][C:4](=[O:23])[C:5]1[CH:10]=[CH:9][C:8]([C:11](=[O:22])[CH2:12][CH2:13][C:14](=[O:21])[C:15]2[CH:20]=[CH:19][CH:18]=[CH:17][CH:16]=2)=[CH:7][CH:6]=1)C.[OH-].[K+].Cl.